From a dataset of Human liver microsome stability data. Regression/Classification. Given a drug SMILES string, predict its absorption, distribution, metabolism, or excretion properties. Task type varies by dataset: regression for continuous measurements (e.g., permeability, clearance, half-life) or binary classification for categorical outcomes (e.g., BBB penetration, CYP inhibition). Dataset: hlm. (1) The compound is O=C(Nc1ccccc1F)NC1CCN(c2ncnc3c2nc(-c2ccccc2Cl)n3-c2ccc(Cl)cc2)CC1. The result is 0 (unstable in human liver microsomes). (2) The compound is O=C1C2CCCN2C(=O)N1CCCCNCCOc1ccccc1. The result is 0 (unstable in human liver microsomes). (3) The drug is CNCC1(c2ccc(F)c(Cl)c2)CCCCC1. The result is 0 (unstable in human liver microsomes). (4) The molecule is CC(C)[C@H]1C(O)=C(C2=NS(=O)(=O)c3c(OCC(=O)N4CCOCC4)cccc32)C(=O)N1Cc1ccccc1. The result is 0 (unstable in human liver microsomes). (5) The compound is COc1cccc(CN(CCN2CCOCC2)C(=O)Nc2ccc(-c3cn[nH]c3)cc2)c1. The result is 1 (stable in human liver microsomes). (6) The compound is COc1cc([C@@]2(O)CCN(C)C[C@@H]2O)ccc1Nc1ncc2ccc(-c3ccccc3OC)n2n1. The result is 0 (unstable in human liver microsomes). (7) The compound is Nc1ccc(-c2ccc(CNCCNc3ccnc4cc(Cl)ccc34)s2)cc1. The result is 0 (unstable in human liver microsomes). (8) The molecule is CC(C)C[C@H](NC(=O)[C@H](CCc1ccccc1)NC(=O)CN1CCOCC1)C(=O)N[C@@H](Cc1ccccc1)C(=O)N[C@@H](CC(C)C)C(=O)[C@@]1(C)CO1. The result is 1 (stable in human liver microsomes). (9) The molecule is CCOc1cc(NC(=O)C2(NC(=O)c3ccc4c(C5CCCC5)c(-c5ccc(F)cn5)n(C)c4c3)CCC2)ccc1C=CC(=O)O. The result is 0 (unstable in human liver microsomes). (10) The molecule is O=C(NCCCCN1CCN(c2cc(Cl)cc(Cl)c2)CC1)c1ccc(-c2ccsc2)cc1. The result is 0 (unstable in human liver microsomes).